From a dataset of Reaction yield outcomes from USPTO patents with 853,638 reactions. Predict the reaction yield, written as a fraction of the theoretical maximum amount of product (1.0 means a 100% yield; for example, 0.34 means a 34% yield). (1) The reactants are [CH2:1]([O:3][C:4]([C:6]1[CH:7]=[C:8]2[C:13](=[CH:14][CH:15]=1)[NH:12][CH:11]([C:16]1[CH:21]=[C:20]([Br:22])[CH:19]=[CH:18][C:17]=1[F:23])[C:10]([CH3:25])([CH3:24])[CH:9]2O)=[O:5])[CH3:2].C([SiH](CC)CC)C.FC(F)(F)C(O)=O. No catalyst specified. The product is [CH2:1]([O:3][C:4]([C:6]1[CH:7]=[C:8]2[C:13](=[CH:14][CH:15]=1)[NH:12][CH:11]([C:16]1[CH:21]=[C:20]([Br:22])[CH:19]=[CH:18][C:17]=1[F:23])[C:10]([CH3:24])([CH3:25])[CH2:9]2)=[O:5])[CH3:2]. The yield is 0.240. (2) The catalyst is C1COCC1. The product is [C:26]([O:25][C:23](=[O:24])[NH:1][C:2]1([C:10]2[CH:15]=[CH:14][CH:13]=[CH:12][CH:11]=2)[CH2:3][CH2:4][C:5](=[O:9])[N:6]([CH3:8])[CH2:7]1)([CH3:29])([CH3:28])[CH3:27]. The reactants are [NH2:1][C:2]1([C:10]2[CH:15]=[CH:14][CH:13]=[CH:12][CH:11]=2)[CH2:7][N:6]([CH3:8])[C:5](=[O:9])[CH2:4][CH2:3]1.C(N(CC)CC)C.[C:23](O[C:23]([O:25][C:26]([CH3:29])([CH3:28])[CH3:27])=[O:24])([O:25][C:26]([CH3:29])([CH3:28])[CH3:27])=[O:24].O. The yield is 0.540. (3) The reactants are [CH3:1][C:2]1[CH:3]=[C:4]([OH:17])[CH:5]=[CH:6][C:7]=1[CH2:8][CH2:9][CH2:10][CH2:11][N:12]1[CH:16]=[CH:15][N:14]=[N:13]1.[H-].[Na+].Cl[CH2:21][C:22]1[CH:23]=[CH:24][C:25]([C:28]2[CH:33]=[CH:32][CH:31]=[C:30]([C:34]([F:37])([F:36])[F:35])[CH:29]=2)=[N:26][CH:27]=1.O. The catalyst is CN(C)C=O. The product is [CH3:1][C:2]1[CH:3]=[C:4]([CH:5]=[CH:6][C:7]=1[CH2:8][CH2:9][CH2:10][CH2:11][N:12]1[CH:16]=[CH:15][N:14]=[N:13]1)[O:17][CH2:21][C:22]1[CH:23]=[CH:24][C:25]([C:28]2[CH:33]=[CH:32][CH:31]=[C:30]([C:34]([F:37])([F:35])[F:36])[CH:29]=2)=[N:26][CH:27]=1. The yield is 0.790. (4) The reactants are Br[CH:2](Br)[C:3]1[C:4]([N:9]2C(=O)C3C(=CC=CC=3)C2=O)=[N:5][CH:6]=[CH:7][CH:8]=1.[NH4+].[OH-:22]. The catalyst is C(O)C. The product is [NH2:9][C:4]1[C:3]([CH:2]=[O:22])=[CH:8][CH:7]=[CH:6][N:5]=1. The yield is 0.700. (5) The product is [C:33]1([C:2]2[C:10]3[C:5](=[N:6][CH:7]=[C:8]([N:11]4[CH2:14][CH:13]([NH:15][C:16](=[O:22])[O:17][C:18]([CH3:21])([CH3:20])[CH3:19])[CH2:12]4)[CH:9]=3)[N:4]([S:23]([C:26]3[CH:32]=[CH:31][C:29]([CH3:30])=[CH:28][CH:27]=3)(=[O:25])=[O:24])[CH:3]=2)[CH:38]=[CH:37][CH:36]=[CH:35][CH:34]=1. The yield is 0.530. The reactants are I[C:2]1[C:10]2[C:5](=[N:6][CH:7]=[C:8]([N:11]3[CH2:14][CH:13]([NH:15][C:16](=[O:22])[O:17][C:18]([CH3:21])([CH3:20])[CH3:19])[CH2:12]3)[CH:9]=2)[N:4]([S:23]([C:26]2[CH:32]=[CH:31][C:29]([CH3:30])=[CH:28][CH:27]=2)(=[O:25])=[O:24])[CH:3]=1.[C:33]1(B(O)O)[CH:38]=[CH:37][CH:36]=[CH:35][CH:34]=1.C(=O)([O-])[O-].[K+].[K+]. The catalyst is O1CCOCC1.O.C1C=CC(P(C2C=CC=CC=2)[C-]2C=CC=C2)=CC=1.C1C=CC(P(C2C=CC=CC=2)[C-]2C=CC=C2)=CC=1.Cl[Pd]Cl.[Fe+2]. (6) The reactants are [CH3:1]C(C)([O-])C.[K+].[CH3:7][O:8][CH2:9][O:10][C:11]1[CH:16]=[C:15]([O:17][CH2:18][O:19][CH3:20])[CH:14]=[CH:13][C:12]=1[CH:21]1[CH2:26][CH2:25][CH2:24][C:23](=O)[CH2:22]1. The catalyst is [Br-].C[P+](C1C=CC=CC=1)(C1C=CC=CC=1)C1C=CC=CC=1.O1CCCC1. The product is [CH3:7][O:8][CH2:9][O:10][C:11]1[CH:16]=[C:15]([O:17][CH2:18][O:19][CH3:20])[CH:14]=[CH:13][C:12]=1[CH:21]1[CH2:26][CH2:25][CH2:24][C:23](=[CH2:1])[CH2:22]1. The yield is 0.810. (7) The reactants are O=C1C2C(=CC=CC=2)C(=O)[N:3]1[CH2:12][CH2:13][CH2:14][N:15]1[CH2:20][CH2:19][CH:18]([N:21]([CH2:27][C:28]2[CH:32]=[CH:31][S:30][CH:29]=2)[C:22]([NH:24][O:25][CH3:26])=[O:23])[CH2:17][CH2:16]1.O.NN. The catalyst is CCO.CCOCC. The product is [NH2:3][CH2:12][CH2:13][CH2:14][N:15]1[CH2:20][CH2:19][CH:18]([N:21]([CH2:27][C:28]2[CH:32]=[CH:31][S:30][CH:29]=2)[C:22]([NH:24][O:25][CH3:26])=[O:23])[CH2:17][CH2:16]1. The yield is 0.570.